From a dataset of Catalyst prediction with 721,799 reactions and 888 catalyst types from USPTO. Predict which catalyst facilitates the given reaction. (1) Reactant: [CH3:1][N:2]1[C:6]([NH:7][NH2:8])=[C:5]([N+:9]([O-:11])=[O:10])[C:4]([CH3:12])=[N:3]1.[CH3:13][O:14][C:15]1[C:16]([O:28][CH3:29])=[CH:17][C:18]2[NH:24][C:23](=[O:25])[CH2:22][CH2:21][C:20](=O)[C:19]=2[CH:27]=1.O. Product: [CH3:1][N:2]1[C:6]([NH:7][N:8]=[C:20]2[CH2:21][CH2:22][C:23](=[O:25])[NH:24][C:18]3[CH:17]=[C:16]([O:28][CH3:29])[C:15]([O:14][CH3:13])=[CH:27][C:19]2=3)=[C:5]([N+:9]([O-:11])=[O:10])[C:4]([CH3:12])=[N:3]1. The catalyst class is: 15. (2) Reactant: [CH2:1](Br)[C:2]1[CH:7]=[CH:6][CH:5]=[CH:4][CH:3]=1.[H-].[Na+].[C:11]([O:16][CH3:17])(=[O:15])[C@@H:12]([CH3:14])[OH:13].C(OC(C)C)(C)C. Product: [CH2:1]([O:13][C@H:12]([CH3:14])[C:11]([O:16][CH3:17])=[O:15])[C:2]1[CH:7]=[CH:6][CH:5]=[CH:4][CH:3]=1. The catalyst class is: 782. (3) Reactant: Cl[C:2]1[CH:7]=[C:6]([Cl:8])[C:5]([CH3:9])=[CH:4][N+:3]=1[O-:10].[CH2:11]([NH:18][CH2:19][C@@H:20]1[CH2:25][CH2:24][C@H:23]([NH2:26])[CH2:22][CH2:21]1)[C:12]1[CH:17]=[CH:16][CH:15]=[CH:14][CH:13]=1.C(O)CCC.C([O-])(O)=O.[Na+]. Product: [CH2:11]([NH:18][CH2:19][C@@H:20]1[CH2:25][CH2:24][C@H:23]([NH:26][C:2]2[N+:3]([O-:10])=[CH:4][C:5]([CH3:9])=[C:6]([Cl:8])[CH:7]=2)[CH2:22][CH2:21]1)[C:12]1[CH:17]=[CH:16][CH:15]=[CH:14][CH:13]=1. The catalyst class is: 22.